Dataset: Full USPTO retrosynthesis dataset with 1.9M reactions from patents (1976-2016). Task: Predict the reactants needed to synthesize the given product. (1) The reactants are: F[C:2]1[CH:9]=[CH:8][CH:7]=[CH:6][C:3]=1[CH:4]=[O:5].[NH:10]1[CH2:15][CH2:14][O:13][CH2:12][CH2:11]1.C(=O)([O-])[O-].[K+].[K+].[BH4-].[Na+]. Given the product [N:10]1([C:2]2[CH:9]=[CH:8][CH:7]=[CH:6][C:3]=2[CH2:4][OH:5])[CH2:15][CH2:14][O:13][CH2:12][CH2:11]1, predict the reactants needed to synthesize it. (2) Given the product [CH:1]([C:9]1[C:10]([C:14]2[CH2:15][N:16]([CH3:20])[CH2:17][CH2:18][CH:19]=2)=[N:11][NH:12][CH:13]=1)=[CH:2][CH2:3][CH2:4][CH2:5][CH2:6][CH2:7][CH3:8], predict the reactants needed to synthesize it. The reactants are: [CH:1]([C:9]1[C:10]([C:14]2[CH:15]=[N:16][CH:17]=[CH:18][CH:19]=2)=[N:11][NH:12][CH:13]=1)=[CH:2][CH2:3][CH2:4][CH2:5][CH2:6][CH2:7][CH3:8].[CH3:20]SC1C(C2C=NC=CC=2)=NNC=1. (3) Given the product [CH2:23]([O:22][C:17]1[CH:18]=[CH:19][C:20]([S:27]([Cl:26])(=[O:29])=[O:28])=[CH:21][C:16]=1[C:12]1[NH:13][C:14](=[O:15])[N:9]2[C:8]([CH3:25])=[N:7][C:6]([CH:1]3[CH2:2][CH2:3][CH2:4][CH2:5]3)=[C:10]2[N:11]=1)[CH3:24], predict the reactants needed to synthesize it. The reactants are: [CH:1]1([C:6]2[N:7]=[C:8]([CH3:25])[N:9]3[C:14](=[O:15])[NH:13][C:12]([C:16]4[CH:21]=[CH:20][CH:19]=[CH:18][C:17]=4[O:22][CH2:23][CH3:24])=[N:11][C:10]=23)[CH2:5][CH2:4][CH2:3][CH2:2]1.[Cl:26][S:27](O)(=[O:29])=[O:28]. (4) Given the product [CH2:28]([O:30][C:31](=[O:45])[CH:32]([C:38]1[CH:43]=[N:42][C:41]([NH:44][C:13](=[O:15])[C@@H:12]([C:4]2[CH:5]=[CH:6][C:7]([S:8]([CH3:11])(=[O:9])=[O:10])=[C:2]([Cl:1])[CH:3]=2)[CH2:16][CH:17]2[CH2:21][CH2:20][CH2:19][CH2:18]2)=[CH:40][N:39]=1)[C:33]([O:35][CH2:36][CH3:37])=[O:34])[CH3:29], predict the reactants needed to synthesize it. The reactants are: [Cl:1][C:2]1[CH:3]=[C:4]([C@@H:12]([CH2:16][CH:17]2[CH2:21][CH2:20][CH2:19][CH2:18]2)[C:13]([OH:15])=O)[CH:5]=[CH:6][C:7]=1[S:8]([CH3:11])(=[O:10])=[O:9].C(Cl)(=O)C(Cl)=O.[CH2:28]([O:30][C:31](=[O:45])[CH:32]([C:38]1[CH:43]=[N:42][C:41]([NH2:44])=[CH:40][N:39]=1)[C:33]([O:35][CH2:36][CH3:37])=[O:34])[CH3:29].N1C(C)=CC=CC=1C. (5) Given the product [C:23]([C:27]1[CH:32]=[C:31]([CH2:33][OH:34])[C:30]([CH3:35])=[CH:29][C:28]=1[S:36][C:7]1[C:6](=[O:8])[O:5][C:4]([CH2:12][CH2:13][C:14]2[N:15]=[C:16]([NH:19][C:20](=[O:22])[CH3:21])[S:17][CH:18]=2)([CH:9]([CH3:11])[CH3:10])[CH2:3][C:2]=1[OH:1])([CH3:26])([CH3:25])[CH3:24], predict the reactants needed to synthesize it. The reactants are: [OH:1][C:2]1[CH2:3][C:4]([CH2:12][CH2:13][C:14]2[N:15]=[C:16]([NH:19][C:20](=[O:22])[CH3:21])[S:17][CH:18]=2)([CH:9]([CH3:11])[CH3:10])[O:5][C:6](=[O:8])[CH:7]=1.[C:23]([C:27]1[CH:32]=[C:31]([CH2:33][OH:34])[C:30]([CH3:35])=[CH:29][C:28]=1[S:36]S(C1C=CC(C)=CC=1)(=O)=O)([CH3:26])([CH3:25])[CH3:24].C(=O)([O-])[O-].[K+].[K+]. (6) The reactants are: Cl[CH2:2][C:3]([NH:5][CH2:6][CH2:7][C:8]1[CH:13]=[CH:12][C:11]([OH:14])=[CH:10][CH:9]=1)=[O:4].[N-:15]=[N+:16]=[N-:17].[Na+]. Given the product [N:15]([CH2:2][C:3]([NH:5][CH2:6][CH2:7][C:8]1[CH:13]=[CH:12][C:11]([OH:14])=[CH:10][CH:9]=1)=[O:4])=[N+:16]=[N-:17], predict the reactants needed to synthesize it.